Dataset: Merck oncology drug combination screen with 23,052 pairs across 39 cell lines. Task: Regression. Given two drug SMILES strings and cell line genomic features, predict the synergy score measuring deviation from expected non-interaction effect. Drug 1: Cn1c(=O)n(-c2ccc(C(C)(C)C#N)cc2)c2c3cc(-c4cnc5ccccc5c4)ccc3ncc21. Drug 2: CCc1c2c(nc3ccc(O)cc13)-c1cc3c(c(=O)n1C2)COC(=O)C3(O)CC. Cell line: UWB1289. Synergy scores: synergy=14.6.